This data is from Reaction yield outcomes from USPTO patents with 853,638 reactions. The task is: Predict the reaction yield, written as a fraction of the theoretical maximum amount of product (1.0 means a 100% yield; for example, 0.34 means a 34% yield). (1) The reactants are [N+:1]([C:4]1[CH:5]=[C:6]2[C:10](=[CH:11][CH:12]=1)[NH:9][CH:8]=[CH:7]2)([O-:3])=[O:2].[OH-].[K+].[CH2:15]1[O:25][C:18]2([CH2:23][CH2:22][C:21](=O)[CH2:20][CH2:19]2)[O:17][CH2:16]1. The catalyst is CO. The product is [N+:1]([C:4]1[CH:5]=[C:6]2[C:10](=[CH:11][CH:12]=1)[NH:9][CH:8]=[C:7]2[C:21]1[CH2:22][CH2:23][C:18]2([O:25][CH2:15][CH2:16][O:17]2)[CH2:19][CH:20]=1)([O-:3])=[O:2]. The yield is 0.680. (2) The reactants are [CH3:1][O:2][CH2:3][CH2:4][NH:5][C:6]1[CH:11]=[CH:10][C:9]([C:12]([N:14]2[CH2:20][C:19]3([CH3:22])[CH2:21][CH:15]2[CH2:16][C:17]([CH3:24])([CH3:23])[CH2:18]3)=[O:13])=[CH:8][CH:7]=1.[C:25](Cl)(=[O:32])[C:26]1[CH:31]=[CH:30][CH:29]=[CH:28][CH:27]=1. The catalyst is C1COCC1. The product is [CH3:1][O:2][CH2:3][CH2:4][N:5]([C:6]1[CH:7]=[CH:8][C:9]([C:12]([N:14]2[CH2:20][C:19]3([CH3:22])[CH2:21][CH:15]2[CH2:16][C:17]([CH3:24])([CH3:23])[CH2:18]3)=[O:13])=[CH:10][CH:11]=1)[C:25](=[O:32])[C:26]1[CH:31]=[CH:30][CH:29]=[CH:28][CH:27]=1. The yield is 0.680. (3) The reactants are [O:1]=[O+][O-].[CH2:4]([O:11][C:12]1[C:17]([CH2:18][N:19]2[CH2:28][CH2:27][C:26]3[C:21](=[C:22]([Cl:36])[C:23](/[C:30](=[CH:33]/[CH2:34]C)/CC)=[CH:24][C:25]=3[Cl:29])[C:20]2=[O:37])=[C:16]([CH3:38])[CH:15]=[C:14]([CH3:39])[N:13]=1)[C:5]1[CH:10]=[CH:9][CH:8]=[CH:7][CH:6]=1. The catalyst is CO. The product is [CH2:4]([O:11][C:12]1[C:17]([CH2:18][N:19]2[CH2:28][CH2:27][C:26]3[C:21](=[C:22]([Cl:36])[C:23]([C:30](=[O:1])[CH2:33][CH3:34])=[CH:24][C:25]=3[Cl:29])[C:20]2=[O:37])=[C:16]([CH3:38])[CH:15]=[C:14]([CH3:39])[N:13]=1)[C:5]1[CH:6]=[CH:7][CH:8]=[CH:9][CH:10]=1. The yield is 0.421.